This data is from Full USPTO retrosynthesis dataset with 1.9M reactions from patents (1976-2016). The task is: Predict the reactants needed to synthesize the given product. (1) Given the product [CH3:1][O:2][C:3]1[CH:8]=[C:7]([O:9][CH3:10])[N:6]=[C:5]([N:11]2[C:20](=[O:21])[C:19]3[C:14](=[CH:15][C:16]([C:22]([NH:59][CH2:60][C:61]4[CH:69]=[CH:68][CH:67]=[C:63]([N:64]([CH3:66])[CH3:65])[CH:62]=4)=[O:24])=[CH:17][CH:18]=3)[NH:13][C:12]2=[S:25])[N:4]=1, predict the reactants needed to synthesize it. The reactants are: [CH3:1][O:2][C:3]1[CH:8]=[C:7]([O:9][CH3:10])[N:6]=[C:5]([N:11]2[C:20](=[O:21])[C:19]3[C:14](=[CH:15][C:16]([C:22]([OH:24])=O)=[CH:17][CH:18]=3)[NH:13][C:12]2=[S:25])[N:4]=1.CN(C(ON1N=NC2C=CC=NC1=2)=[N+](C)C)C.F[P-](F)(F)(F)(F)F.CCN(C(C)C)C(C)C.[NH2:59][CH2:60][C:61]1[CH:62]=[C:63]([CH:67]=[CH:68][CH:69]=1)[N:64]([CH3:66])[CH3:65]. (2) Given the product [F:37][C:36]([F:39])([F:38])[C:34]([OH:40])=[O:35].[C@@H:19]12[N:18]([C:16](=[O:17])/[CH:15]=[CH:14]/[C@@H:13]([NH:12][C:10](=[O:11])[C@H:9]([CH3:33])[NH2:5])[C@@H:29]([CH3:32])[CH2:30][CH3:31])[C@@H:26]([CH2:27][CH2:28]1)[C:25]1[C:20]2=[CH:21][CH:22]=[CH:23][CH:24]=1, predict the reactants needed to synthesize it. The reactants are: CC([N:5]([C@@H:9]([CH3:33])[C:10]([NH:12][C@@H:13]([C@@H:29]([CH3:32])[CH2:30][CH3:31])/[CH:14]=[CH:15]/[C:16]([N:18]1[C@H:26]2[CH2:27][CH2:28][C@@H:19]1[C:20]1[C:25]2=[CH:24][CH:23]=[CH:22][CH:21]=1)=[O:17])=[O:11])C(=O)[O-])(C)C.[C:34]([OH:40])([C:36]([F:39])([F:38])[F:37])=[O:35]. (3) Given the product [O:16]=[C:14]1[O:19][C:17](=[O:18])[CH:10]2[CH2:11][CH:12]1[CH2:13][N:8]([C:6]([O:5][C:1]([CH3:2])([CH3:3])[CH3:4])=[O:7])[CH2:9]2, predict the reactants needed to synthesize it. The reactants are: [C:1]([O:5][C:6]([N:8]1[CH2:13][CH:12]([C:14]([OH:16])=O)[CH2:11][CH:10]([C:17]([OH:19])=[O:18])[CH2:9]1)=[O:7])([CH3:4])([CH3:3])[CH3:2].FC(F)(F)C(OC(=O)C(F)(F)F)=O.CCCCCCC. (4) Given the product [Cl:1][C:2]1[CH:3]=[C:4]2[C:8](=[CH:9][CH:10]=1)[NH:7][CH:6]=[C:5]2[CH2:11][N:12]1[C:20]([C:21]2[N:22]([CH3:26])[CH:23]=[CH:24][N:25]=2)=[C:19]2[C:14]([N:15]([CH2:31][CH:32]3[CH2:35][CH2:34][CH2:33]3)[C:16](=[O:29])[N:17]([CH3:28])[C:18]2=[O:27])=[N:13]1, predict the reactants needed to synthesize it. The reactants are: [Cl:1][C:2]1[CH:3]=[C:4]2[C:8](=[CH:9][CH:10]=1)[NH:7][CH:6]=[C:5]2[CH2:11][N:12]1[C:20]([C:21]2[N:22]([CH3:26])[CH:23]=[CH:24][N:25]=2)=[C:19]2[C:14]([NH:15][C:16](=[O:29])[N:17]([CH3:28])[C:18]2=[O:27])=[N:13]1.Br[CH2:31][CH:32]1[CH2:35][CH2:34][CH2:33]1.C(=O)([O-])[O-].[K+].[K+]. (5) Given the product [CH3:30][O:31][C:32]1[CH:38]=[CH:37][C:35]([NH:36][C:25](=[O:26])[C:24]2[CH:28]=[CH:29][C:21]([CH2:20][O:19][C:14]3[CH:13]=[C:12]4[C:17](=[CH:16][CH:15]=3)[CH2:18][CH:9]([CH2:8][CH2:7][N:1]3[CH2:2][CH2:3][CH2:4][CH2:5][CH2:6]3)[CH2:10][CH2:11]4)=[CH:22][CH:23]=2)=[CH:34][CH:33]=1, predict the reactants needed to synthesize it. The reactants are: [N:1]1([CH2:7][CH2:8][CH:9]2[CH2:18][CH2:17][C:16]3[C:11](=[CH:12][CH:13]=[C:14]([O:19][CH2:20][C:21]4[CH:29]=[CH:28][C:24]([C:25]([O-])=[O:26])=[CH:23][CH:22]=4)[CH:15]=3)[CH2:10]2)[CH2:6][CH2:5][CH2:4][CH2:3][CH2:2]1.[CH3:30][O:31][C:32]1[CH:38]=[CH:37][C:35]([NH2:36])=[CH:34][CH:33]=1.C1C=CC2N(O)N=NC=2C=1.C(=O)([O-])[O-].[K+].[K+]. (6) Given the product [Cl:7][C:6]1[S:5][C:4]([S:8]([NH:11][C:12]2[CH:21]=[CH:20][C:15]([C:16]([O:18][CH3:19])=[O:17])=[C:14]([OH:22])[CH:13]=2)(=[O:10])=[O:9])=[CH:3][C:2]=1[C:28]1[CH:29]=[C:30]([CH3:31])[C:25]([O:24][CH3:23])=[C:26]([CH3:35])[CH:27]=1, predict the reactants needed to synthesize it. The reactants are: Br[C:2]1[CH:3]=[C:4]([S:8]([NH:11][C:12]2[CH:21]=[CH:20][C:15]([C:16]([O:18][CH3:19])=[O:17])=[C:14]([OH:22])[CH:13]=2)(=[O:10])=[O:9])[S:5][C:6]=1[Cl:7].[CH3:23][O:24][C:25]1[C:30]([CH3:31])=[CH:29][C:28](B(O)O)=[CH:27][C:26]=1[CH3:35]. (7) The reactants are: [CH2:1]([O:8][CH2:9][CH2:10][NH:11][CH3:12])[C:2]1[CH:7]=[CH:6][CH:5]=[CH:4][CH:3]=1.O=[C:14]1[CH2:17][N:16]([C:18]([O:20][C:21]([CH3:24])([CH3:23])[CH3:22])=[O:19])[CH2:15]1.[BH3-]C#N.[Na+].O. Given the product [CH2:1]([O:8][CH2:9][CH2:10][N:11]([CH3:12])[CH:14]1[CH2:17][N:16]([C:18]([O:20][C:21]([CH3:24])([CH3:23])[CH3:22])=[O:19])[CH2:15]1)[C:2]1[CH:7]=[CH:6][CH:5]=[CH:4][CH:3]=1, predict the reactants needed to synthesize it. (8) Given the product [N:33]1([C:9]2[C:8]([C:5]3[NH:4][C:3]([CH2:1][CH3:2])=[N:7][N:6]=3)=[CH:13][C:12]([C:14]([N:16]3[CH2:17][CH2:18][CH:19]([C:22]4[CH:23]=[CH:24][C:25]([C:26]#[N:27])=[CH:28][CH:29]=4)[CH2:20][CH2:21]3)=[O:15])=[C:11]([CH3:30])[CH:10]=2)[CH2:36][CH2:35][CH2:34]1, predict the reactants needed to synthesize it. The reactants are: [CH2:1]([C:3]1[NH:4][C:5]([C:8]2[C:9](F)=[CH:10][C:11]([CH3:30])=[C:12]([C:14]([N:16]3[CH2:21][CH2:20][CH:19]([C:22]4[CH:29]=[CH:28][C:25]([C:26]#[N:27])=[CH:24][CH:23]=4)[CH2:18][CH2:17]3)=[O:15])[CH:13]=2)=[N:6][N:7]=1)[CH3:2].Cl.[NH:33]1[CH2:36][CH2:35][CH2:34]1.C(=O)([O-])[O-].[K+].[K+]. (9) Given the product [CH2:21]([N:11]1[C:12]2[C:7](=[C:6]([OH:35])[C:5]([C:3]([NH:36][CH2:37][CH2:38][CH2:39][CH2:40][C:41]([OH:43])=[O:42])=[O:4])=[N:14][C:13]=2[C:15]2[CH:16]=[N:17][CH:18]=[CH:19][CH:20]=2)[CH:8]=[C:9]([C:29]2[CH:30]=[CH:31][CH:32]=[CH:33][CH:34]=2)[C:10]1=[O:28])[C:22]1[CH:23]=[CH:24][CH:25]=[CH:26][CH:27]=1, predict the reactants needed to synthesize it. The reactants are: CO[C:3]([C:5]1[C:6]([OH:35])=[C:7]2[C:12](=[C:13]([C:15]3[CH:16]=[N:17][CH:18]=[CH:19][CH:20]=3)[N:14]=1)[N:11]([CH2:21][C:22]1[CH:27]=[CH:26][CH:25]=[CH:24][CH:23]=1)[C:10](=[O:28])[C:9]([C:29]1[CH:34]=[CH:33][CH:32]=[CH:31][CH:30]=1)=[CH:8]2)=[O:4].[NH2:36][CH2:37][CH2:38][CH2:39][CH2:40][C:41]([OH:43])=[O:42].C[O-].[Na+]. (10) Given the product [NH2:14][C:15]1[S:16][C:17]([C:20]2([OH:47])[CH2:25][CH2:24][CH:23]([N:26]3[CH2:29][CH:28]([NH:30][C:31]([CH2:32][NH:33][C:34](=[O:45])[C:35]4[CH:40]=[CH:39][CH:38]=[C:37]([C:41]([F:43])([F:44])[F:42])[CH:36]=4)=[O:46])[CH2:27]3)[CH2:22][CH2:21]2)=[CH:18][N:19]=1, predict the reactants needed to synthesize it. The reactants are: C(O)(C(F)(F)F)=O.C(OC(=O)[NH:14][C:15]1[S:16][C:17]([C:20]2([OH:47])[CH2:25][CH2:24][CH:23]([N:26]3[CH2:29][CH:28]([NH:30][C:31](=[O:46])[CH2:32][NH:33][C:34](=[O:45])[C:35]4[CH:40]=[CH:39][CH:38]=[C:37]([C:41]([F:44])([F:43])[F:42])[CH:36]=4)[CH2:27]3)[CH2:22][CH2:21]2)=[CH:18][N:19]=1)(C)(C)C.